Dataset: Catalyst prediction with 721,799 reactions and 888 catalyst types from USPTO. Task: Predict which catalyst facilitates the given reaction. (1) Reactant: C[Si]([N-][Si](C)(C)C)(C)C.[Li+].[CH3:11][C:12]1([C:27]([O-:29])=[O:28])[CH2:16][CH2:15][N:14]([C:17]([O:19][CH2:20][C:21]2[CH:26]=[CH:25][CH:24]=[CH:23][CH:22]=2)=[O:18])[CH2:13]1.[CH3:30]I.[Cl-].[NH4+]. Product: [CH3:11][C:12]1([C:27]([O:29][CH3:30])=[O:28])[CH2:16][CH2:15][N:14]([C:17]([O:19][CH2:20][C:21]2[CH:26]=[CH:25][CH:24]=[CH:23][CH:22]=2)=[O:18])[CH2:13]1. The catalyst class is: 1. (2) Reactant: [Cl:1][C:2]1[CH:3]=[C:4]([C:8]2[N:13]=[C:12]([NH:14][C:15]3[O:16][C:17]([CH2:20][C:21]([O:23]C)=O)=[CH:18][N:19]=3)[CH:11]=[C:10]([CH2:25][CH3:26])[N:9]=2)[CH:5]=[CH:6][CH:7]=1.[Cl-].[NH4+:28].N. The catalyst class is: 5. Product: [Cl:1][C:2]1[CH:3]=[C:4]([C:8]2[N:13]=[C:12]([N:14]=[C:15]3[NH:19][CH:18]=[C:17]([CH2:20][C:21]([NH2:28])=[O:23])[O:16]3)[CH:11]=[C:10]([CH2:25][CH3:26])[N:9]=2)[CH:5]=[CH:6][CH:7]=1.